Dataset: Full USPTO retrosynthesis dataset with 1.9M reactions from patents (1976-2016). Task: Predict the reactants needed to synthesize the given product. Given the product [CH2:1]([C:3]1[CH:8]=[C:7]([C:9]2[O:13][N:12]=[C:11]([C:14]3[CH:15]=[CH:16][C:17]([CH2:20][N:21]4[CH:25]=[CH:24][C:23]([C:26]([O-:28])=[O:27])=[N:22]4)=[CH:18][CH:19]=3)[N:10]=2)[CH:6]=[CH:5][C:4]=1[C:30]1[CH:35]=[CH:34][CH:33]=[CH:32][CH:31]=1)[CH3:2].[Na+:37], predict the reactants needed to synthesize it. The reactants are: [CH2:1]([C:3]1[CH:8]=[C:7]([C:9]2[O:13][N:12]=[C:11]([C:14]3[CH:19]=[CH:18][C:17]([CH2:20][N:21]4[CH:25]=[CH:24][C:23]([C:26]([O:28]C)=[O:27])=[N:22]4)=[CH:16][CH:15]=3)[N:10]=2)[CH:6]=[CH:5][C:4]=1[C:30]1[CH:35]=[CH:34][CH:33]=[CH:32][CH:31]=1)[CH3:2].[OH-].[Na+:37].